From a dataset of Reaction yield outcomes from USPTO patents with 853,638 reactions. Predict the reaction yield, written as a fraction of the theoretical maximum amount of product (1.0 means a 100% yield; for example, 0.34 means a 34% yield). (1) The reactants are [C:1](#N)C.[F:4][C:5]1[CH:6]=[C:7]([NH:16][C:17]([C@H:19]2[C:28]3[C:23](=[CH:24][C:25]([CH2:29][O:30][CH3:31])=[CH:26][CH:27]=3)[CH2:22][CH2:21][N:20]2[C:32]([C@@H:34]2[CH2:37][C@H:36]([CH2:38][C:39]([O-:41])=[O:40])[CH2:35]2)=[O:33])=[O:18])[CH:8]=[C:9]2[C:13]=1[C:12]([CH3:15])([CH3:14])[CH2:11][CH2:10]2.[K+:42]. The catalyst is CCC(C)=O. The product is [CH2:38]([C:39]([CH3:1])=[O:41])[CH3:36].[F:4][C:5]1[CH:6]=[C:7]([NH:16][C:17]([C@H:19]2[C:28]3[C:23](=[CH:24][C:25]([CH2:29][O:30][CH3:31])=[CH:26][CH:27]=3)[CH2:22][CH2:21][N:20]2[C:32]([C@@H:34]2[CH2:37][C@H:36]([CH2:38][C:39]([O-:41])=[O:40])[CH2:35]2)=[O:33])=[O:18])[CH:8]=[C:9]2[C:13]=1[C:12]([CH3:15])([CH3:14])[CH2:11][CH2:10]2.[K+:42]. The yield is 0.710. (2) The reactants are [Br:1][C:2]1[CH:3]=[CH:4][C:5]([C:8]([OH:10])=[O:9])=[N:6][CH:7]=1.OS(O)(=O)=O.[CH3:16]O. The catalyst is C(Cl)Cl. The product is [CH3:16][O:9][C:8]([C:5]1[CH:4]=[CH:3][C:2]([Br:1])=[CH:7][N:6]=1)=[O:10]. The yield is 0.760.